Dataset: Catalyst prediction with 721,799 reactions and 888 catalyst types from USPTO. Task: Predict which catalyst facilitates the given reaction. (1) Reactant: [CH2:1]([C:3]1[C:12]2[C:7](=[CH:8][C:9]([O:15][CH3:16])=[C:10]([O:13][CH3:14])[CH:11]=2)[CH:6]=[C:5]([OH:17])[N:4]=1)[CH3:2].Cl.Cl[CH2:20][C:21]1[CH:22]=[N:23][C:24]2[C:29]([CH:30]=1)=[CH:28][CH:27]=[CH:26][CH:25]=2.Cl.ClCC1C(NCCOC)=NC2C(C=1)=CC(OC)=CC=2.[Li+].[OH-]. Product: [CH2:1]([C:3]1[C:12]2[C:7](=[CH:8][C:9]([O:15][CH3:16])=[C:10]([O:13][CH3:14])[CH:11]=2)[C:6]([CH2:20][C:21]2[CH:22]=[N:23][C:24]3[C:29]([CH:30]=2)=[CH:28][CH:27]=[CH:26][CH:25]=3)=[C:5]([OH:17])[N:4]=1)[CH3:2]. The catalyst class is: 1. (2) Reactant: [CH3:1][C:2]1[C:6]([C:7]([N:9]2[CH2:14][CH2:13][O:12][CH2:11][CH2:10]2)=[O:8])=[CH:5][NH:4][C:3]=1/[CH:15]=[C:16]1\[C:17](=[O:35])[NH:18][C:19]2[C:24]\1=[C:23]([C:25]1[CH:26]=[C:27]([CH2:31][C:32]([OH:34])=O)[CH:28]=[CH:29][CH:30]=1)[CH:22]=[CH:21][CH:20]=2.[CH3:36][N:37]([CH3:41])[CH2:38][CH2:39][NH2:40].C(Cl)CCl.C1C=CC2N(O)N=NC=2C=1. Product: [CH3:36][N:37]([CH3:41])[CH2:38][CH2:39][NH:40][C:32](=[O:34])[CH2:31][C:27]1[CH:28]=[CH:29][CH:30]=[C:25]([C:23]2[CH:22]=[CH:21][CH:20]=[C:19]3[C:24]=2/[C:16](=[CH:15]/[C:3]2[NH:4][CH:5]=[C:6]([C:7]([N:9]4[CH2:14][CH2:13][O:12][CH2:11][CH2:10]4)=[O:8])[C:2]=2[CH3:1])/[C:17](=[O:35])[NH:18]3)[CH:26]=1. The catalyst class is: 3. (3) Reactant: [Cl:1][C:2]1[CH:3]=[C:4]([CH:10]([NH:18][C:19](=[O:34])[CH2:20][CH:21]2[CH2:26][CH2:25][N:24](C(OC(C)(C)C)=O)[CH2:23][CH2:22]2)[C:11]2[CH:16]=[CH:15][C:14]([F:17])=[CH:13][CH:12]=2)[CH:5]=[N:6][C:7]=1[O:8][CH3:9].CCN(C(C)C)C(C)C.[F:44][C:45]([F:60])([F:59])[C:46]1[CH:51]=[CH:50][C:49]([N:52]2[CH:56]=[CH:55][C:54]([CH:57]=O)=[CH:53]2)=[CH:48][CH:47]=1.C(O[BH-](OC(=O)C)OC(=O)C)(=O)C. Product: [Cl:1][C:2]1[CH:3]=[C:4]([CH:10]([C:11]2[CH:16]=[CH:15][C:14]([F:17])=[CH:13][CH:12]=2)[NH:18][C:19](=[O:34])[CH2:20][CH:21]2[CH2:26][CH2:25][N:24]([CH2:57][C:54]3[CH:55]=[CH:56][N:52]([C:49]4[CH:50]=[CH:51][C:46]([C:45]([F:60])([F:59])[F:44])=[CH:47][CH:48]=4)[CH:53]=3)[CH2:23][CH2:22]2)[CH:5]=[N:6][C:7]=1[O:8][CH3:9]. The catalyst class is: 89. (4) Reactant: [F:1][C:2]1[C:32]([F:33])=[CH:31][C:5]2[NH:6][C:7]([CH2:9][CH:10]3[CH2:15][CH2:14][CH2:13][CH2:12][N:11]3[C:16]([C:18]3[N:19]=[C:20]([CH3:30])[S:21][C:22]=3[C:23]3[CH:28]=[CH:27][C:26]([F:29])=[CH:25][CH:24]=3)=[O:17])=[N:8][C:4]=2[CH:3]=1.[H-].[Na+].I[CH3:37].O. Product: [F:1][C:2]1[C:32]([F:33])=[CH:31][C:5]2[N:6]([CH3:37])[C:7]([CH2:9][CH:10]3[CH2:15][CH2:14][CH2:13][CH2:12][N:11]3[C:16]([C:18]3[N:19]=[C:20]([CH3:30])[S:21][C:22]=3[C:23]3[CH:28]=[CH:27][C:26]([F:29])=[CH:25][CH:24]=3)=[O:17])=[N:8][C:4]=2[CH:3]=1. The catalyst class is: 517. (5) Reactant: [CH3:1][C:2]1[CH:7]=[C:6]([CH3:8])[CH:5]=[CH:4][C:3]=1[N:9]([CH2:22][CH:23]([CH3:25])[CH3:24])[S:10]([C:13]1[CH:18]=[CH:17][C:16]([CH:19]=[CH2:20])=[C:15]([OH:21])[CH:14]=1)(=[O:12])=[O:11].ClC1C=C(C=CC=1)C(OO)=[O:31]. Product: [CH3:1][C:2]1[CH:7]=[C:6]([CH3:8])[CH:5]=[CH:4][C:3]=1[N:9]([CH2:22][CH:23]([CH3:25])[CH3:24])[S:10]([C:13]1[CH:18]=[CH:17][C:16]([CH:19]2[CH2:20][O:31]2)=[C:15]([OH:21])[CH:14]=1)(=[O:11])=[O:12]. The catalyst class is: 4. (6) Reactant: [CH2:1]([O:5][CH2:6][CH2:7][O:8][C:9]1[CH:14]=[CH:13][C:12]([C:15]2[CH:16]=[C:17]3[C:22]4=[C:23]([CH:25]=[C:26]([C:29]([O:31]CC)=[O:30])[CH2:27][CH2:28][N:21]4[CH2:20][CH2:19][CH2:18]3)[CH:24]=2)=[CH:11][CH:10]=1)[CH2:2][CH2:3][CH3:4].[OH-].[Na+].Cl. Product: [CH2:1]([O:5][CH2:6][CH2:7][O:8][C:9]1[CH:14]=[CH:13][C:12]([C:15]2[CH:16]=[C:17]3[C:22]4=[C:23]([CH:25]=[C:26]([C:29]([OH:31])=[O:30])[CH2:27][CH2:28][N:21]4[CH2:20][CH2:19][CH2:18]3)[CH:24]=2)=[CH:11][CH:10]=1)[CH2:2][CH2:3][CH3:4]. The catalyst class is: 353. (7) Reactant: [Cl:1][C:2]1[CH:7]=[CH:6][CH:5]=[CH:4][C:3]=1[N:8]1[C:12]([C:13]2[CH:14]=[C:15]([OH:19])[CH:16]=[CH:17][CH:18]=2)=[CH:11][C:10]([C:20]([F:23])([F:22])[F:21])=[N:9]1.C([O-])([O-])=O.[K+].[K+].Br[CH2:31][C:32]([O:34][CH3:35])=[O:33]. Product: [Cl:1][C:2]1[CH:7]=[CH:6][CH:5]=[CH:4][C:3]=1[N:8]1[C:12]([C:13]2[CH:14]=[C:15]([CH:16]=[CH:17][CH:18]=2)[O:19][CH2:31][C:32]([O:34][CH3:35])=[O:33])=[CH:11][C:10]([C:20]([F:23])([F:21])[F:22])=[N:9]1. The catalyst class is: 10. (8) Reactant: [CH2:1]([O:4][C:5](=[O:35])[C@H:6]([CH2:15][C:16]1[CH:21]=[CH:20][C:19]([O:22][C:23](OC2C=CC([N+]([O-])=O)=CC=2)=[O:24])=[CH:18][CH:17]=1)[NH:7][C:8]([O:10][C:11]([CH3:14])([CH3:13])[CH3:12])=[O:9])[CH:2]=[CH2:3].[NH2:36][C@@H:37]([CH2:41][CH2:42][NH:43][C:44]([O:46][C:47]([CH3:50])([CH3:49])[CH3:48])=[O:45])[C:38]([OH:40])=[O:39]. The catalyst class is: 4. Product: [CH2:1]([O:4][C:5](=[O:35])[C@@H:6]([NH:7][C:8]([O:10][C:11]([CH3:14])([CH3:13])[CH3:12])=[O:9])[CH2:15][C:16]1[CH:21]=[CH:20][C:19]([O:22][C:23]([NH:36][C@@H:37]([CH2:41][CH2:42][NH:43][C:44]([O:46][C:47]([CH3:50])([CH3:49])[CH3:48])=[O:45])[C:38]([OH:40])=[O:39])=[O:24])=[CH:18][CH:17]=1)[CH:2]=[CH2:3].